This data is from Forward reaction prediction with 1.9M reactions from USPTO patents (1976-2016). The task is: Predict the product of the given reaction. Given the reactants [Cl:1][C:2]1[CH:3]=[CH:4][C:5]([NH:12][C:13]2[CH:14]=[C:15]3[C:19](=[CH:20][CH:21]=2)[N:18]([CH2:22][CH:23]2[CH2:25][CH2:24]2)[CH:17]=[CH:16]3)=[C:6]([CH:11]=1)[C:7]([O:9]C)=[O:8].[OH-].[Na+], predict the reaction product. The product is: [Cl:1][C:2]1[CH:3]=[CH:4][C:5]([NH:12][C:13]2[CH:14]=[C:15]3[C:19](=[CH:20][CH:21]=2)[N:18]([CH2:22][CH:23]2[CH2:25][CH2:24]2)[CH:17]=[CH:16]3)=[C:6]([CH:11]=1)[C:7]([OH:9])=[O:8].